Dataset: Reaction yield outcomes from USPTO patents with 853,638 reactions. Task: Predict the reaction yield, written as a fraction of the theoretical maximum amount of product (1.0 means a 100% yield; for example, 0.34 means a 34% yield). (1) The reactants are Br[C:2]([C:4]([F:7])([F:6])[F:5])=[CH2:3].[Cl:8][C:9]1[CH:10]=[C:11](B2OC(C)(C)C(C)(C)O2)[CH:12]=[C:13]([Cl:16])[C:14]=1[F:15].C([O-])([O-])=O.[Na+].[Na+].O. The catalyst is O1CCOCC1.[Pd].C1(P(C2C=CC=CC=2)C2C=CC=CC=2)C=CC=CC=1.C1(P(C2C=CC=CC=2)C2C=CC=CC=2)C=CC=CC=1. The product is [Cl:16][C:13]1[CH:12]=[C:11]([C:2](=[CH2:3])[C:4]([F:7])([F:6])[F:5])[CH:10]=[C:9]([Cl:8])[C:14]=1[F:15]. The yield is 0.470. (2) The reactants are [C:12]([O:11][C:9](O[C:9]([O:11][C:12]([CH3:15])([CH3:14])[CH3:13])=[O:10])=[O:10])([CH3:15])([CH3:14])[CH3:13].[NH2:16][CH2:17][CH2:18][C:19]1[CH:25]=[CH:24][CH:23]=[CH:22][C:20]=1[NH2:21]. No catalyst specified. The product is [C:12]([O:11][C:9](=[O:10])[NH:16][CH2:17][CH2:18][C:19]1[CH:25]=[CH:24][CH:23]=[CH:22][C:20]=1[NH2:21])([CH3:13])([CH3:14])[CH3:15]. The yield is 1.00. (3) The reactants are [N:1]1[CH:6]=[CH:5][C:4]([N:7]2[CH2:12][CH2:11][CH:10]([CH2:13][NH:14][C:15]3[C:16]([NH2:21])=[CH:17][CH:18]=[CH:19][CH:20]=3)[CH2:9][CH2:8]2)=[CH:3][CH:2]=1.N1C=CC=CC=1.[CH3:28][O:29][C:30]1[CH:38]=[CH:37][C:33]([C:34](Cl)=[O:35])=[CH:32][CH:31]=1. The catalyst is C(Cl)(Cl)Cl. The product is [CH3:28][O:29][C:30]1[CH:38]=[CH:37][C:33]([C:34]([NH:21][C:16]2[C:15]([NH:14][CH2:13][CH:10]3[CH2:11][CH2:12][N:7]([C:4]4[CH:5]=[CH:6][N:1]=[CH:2][CH:3]=4)[CH2:8][CH2:9]3)=[CH:20][CH:19]=[CH:18][CH:17]=2)=[O:35])=[CH:32][CH:31]=1. The yield is 0.170. (4) The reactants are [Br:1][C:2]1[CH:3]=[C:4]([NH2:8])[CH:5]=[N:6][CH:7]=1.[F:9][C:10]1[CH:15]=[C:14]([F:16])[CH:13]=[CH:12][C:11]=1[S:17](Cl)(=[O:19])=[O:18]. No catalyst specified. The product is [Br:1][C:2]1[CH:3]=[C:4]([NH:8][S:17]([C:11]2[CH:12]=[CH:13][C:14]([F:16])=[CH:15][C:10]=2[F:9])(=[O:19])=[O:18])[CH:5]=[N:6][CH:7]=1. The yield is 1.00. (5) The reactants are [CH3:1][C:2]1[O:6][C:5]([C:7]2[CH:22]=[CH:21][C:10]([C:11]([NH:13][CH2:14][C:15]3[CH:16]=[N:17][CH:18]=[CH:19][CH:20]=3)=[O:12])=[CH:9][CH:8]=2)=[N:4][C:3]=1[CH2:23][S:24]([CH:27]1[CH2:32][CH2:31][NH:30][CH2:29][CH2:28]1)(=[O:26])=[O:25].[C:33]1(=O)[CH2:37][CH2:36][CH2:35][CH2:34]1.C(O)(=O)C.C(O[BH-](OC(=O)C)OC(=O)C)(=O)C.[Na+]. The catalyst is ClCCCl. The product is [CH:33]1([N:30]2[CH2:29][CH2:28][CH:27]([S:24]([CH2:23][C:3]3[N:4]=[C:5]([C:7]4[CH:8]=[CH:9][C:10]([C:11]([NH:13][CH2:14][C:15]5[CH:16]=[N:17][CH:18]=[CH:19][CH:20]=5)=[O:12])=[CH:21][CH:22]=4)[O:6][C:2]=3[CH3:1])(=[O:25])=[O:26])[CH2:32][CH2:31]2)[CH2:37][CH2:36][CH2:35][CH2:34]1. The yield is 0.700. (6) The reactants are [Br:1][C:2]1[CH:23]=[CH:22][CH:21]=[CH:20][C:3]=1[CH2:4][N:5]1[C:10]2[N:11]=[C:12](S(C)(=O)=O)[N:13]=[CH:14][C:9]=2[CH:8]=[CH:7][C:6]1=[O:19].[CH3:24][N:25]1[CH2:30][CH2:29][N:28]([C:31]2[CH:37]=[CH:36][C:34]([NH2:35])=[CH:33][CH:32]=2)[CH2:27][CH2:26]1. The catalyst is ClCCl. The product is [Br:1][C:2]1[CH:23]=[CH:22][CH:21]=[CH:20][C:3]=1[CH2:4][N:5]1[C:10]2[N:11]=[C:12]([NH:35][C:34]3[CH:33]=[CH:32][C:31]([N:28]4[CH2:27][CH2:26][N:25]([CH3:24])[CH2:30][CH2:29]4)=[CH:37][CH:36]=3)[N:13]=[CH:14][C:9]=2[CH:8]=[CH:7][C:6]1=[O:19]. The yield is 0.0930. (7) The reactants are Cl.[NH:2]1[CH2:7][CH2:6][CH:5]([N:8]2[CH2:12][CH2:11][O:10][C:9]2=[O:13])[CH2:4][CH2:3]1.[CH2:14](N1CCC(=O)CC1)[C:15]1[CH:20]=[CH:19][CH:18]=[CH:17][CH:16]=1.C(CN)O.C([BH3-])#N.[Na+].FC(F)(F)S(O)(=O)=O.Cl.C(N1CCC(NCCO)CC1)C1C=CC=CC=1.C(C1NC=CN=1)(C1NC=CN=1)=O. The catalyst is CO.C(Cl)CCl.C(Cl)Cl. The product is [CH2:14]([N:2]1[CH2:3][CH2:4][CH:5]([N:8]2[CH2:12][CH2:11][O:10][C:9]2=[O:13])[CH2:6][CH2:7]1)[C:15]1[CH:20]=[CH:19][CH:18]=[CH:17][CH:16]=1. The yield is 0.650.